From a dataset of Reaction yield outcomes from USPTO patents with 853,638 reactions. Predict the reaction yield, written as a fraction of the theoretical maximum amount of product (1.0 means a 100% yield; for example, 0.34 means a 34% yield). (1) The catalyst is [O-]S([O-])(=O)=O.[Cu+2].O.C(O)(C)(C)C. The product is [O:15]=[C:6]1[C:7]2[C:8](=[CH:11][CH:12]=[CH:13][CH:14]=2)[C:9](=[O:10])[N:5]1[CH2:1][CH2:2][C:3]1[N:18]=[N:17][N:16]([CH2:19][O:20][C:21](=[O:26])[C:22]([CH3:24])([CH3:23])[CH3:25])[CH:4]=1. The yield is 0.880. The reactants are [CH2:1]([N:5]1[C:9](=[O:10])[C:8]2=[CH:11][CH:12]=[CH:13][CH:14]=[C:7]2[C:6]1=[O:15])[CH2:2][C:3]#[CH:4].[N:16]([CH2:19][O:20][C:21](=[O:26])[C:22]([CH3:25])([CH3:24])[CH3:23])=[N+:17]=[N-:18].O=C1O[C@H]([C@H](CO)O)C([O-])=C1O.[Na+].N. (2) The reactants are [Cl-].[NH4+].C(O)C.[Br:6][C:7]1[CH:25]=[CH:24][C:10]([N:11]([CH:18]2[CH2:23][CH2:22][CH2:21][CH2:20][CH2:19]2)[CH2:12][CH2:13][C:14]([F:17])([F:16])[F:15])=[C:9]([N+:26]([O-])=O)[CH:8]=1. The catalyst is O.C1COCC1.[Zn]. The product is [Br:6][C:7]1[CH:8]=[C:9]([NH2:26])[C:10]([N:11]([CH:18]2[CH2:23][CH2:22][CH2:21][CH2:20][CH2:19]2)[CH2:12][CH2:13][C:14]([F:16])([F:15])[F:17])=[CH:24][CH:25]=1. The yield is 0.840. (3) The reactants are [C:1]([O-])(=O)[CH:2]=[CH2:3].[C:6](O)(=O)[CH:7]=[CH2:8].C(O)(=O)C=C.[NH2:16][C:17]([O:19][CH2:20][CH3:21])=[O:18].[CH:22]1[CH2:26]C=[CH:24][CH:23]=1. The catalyst is C1(C)C=CC=CC=1. The product is [CH:2]12[CH2:3][CH:22]([CH2:23][CH2:24]1)[CH:26]=[CH:1]2.[CH:7]12[CH2:8][CH:22]([CH2:23][CH2:24]1)[CH:26]=[CH:6]2.[NH2:16][C:17]([O:19][CH2:20][CH3:21])=[O:18]. The yield is 1.00.